From a dataset of Catalyst prediction with 721,799 reactions and 888 catalyst types from USPTO. Predict which catalyst facilitates the given reaction. (1) Reactant: [CH3:1][N:2]([CH2:4][C:5]1[S:6][CH:7]=[C:8]([C:10]([O:12]CC)=[O:11])[N:9]=1)[CH3:3].[OH-].[Li+]. Product: [CH3:3][N:2]([CH2:4][C:5]1[S:6][CH:7]=[C:8]([C:10]([OH:12])=[O:11])[N:9]=1)[CH3:1]. The catalyst class is: 36. (2) Reactant: [Br:1][C:2]1[CH:3]=[C:4]([CH:8]=[CH:9][C:10]=1[CH:11]([NH:13][C:14]([O:16][C:17]([CH3:20])([CH3:19])[CH3:18])=[O:15])[CH3:12])[C:5]([OH:7])=O.CCN(C(C)C)C(C)C.CN(C(ON1N=NC2C=CC=CC1=2)=[N+](C)C)C.[B-](F)(F)(F)F.C1C=CC2N(O)N=NC=2C=1.[NH2:62][C:63]1[CH:68]=[CH:67][N:66]=[CH:65][CH:64]=1. Product: [C:17]([O:16][C:14](=[O:15])[NH:13][CH:11]([C:10]1[CH:9]=[CH:8][C:4]([C:5](=[O:7])[NH:62][C:63]2[CH:68]=[CH:67][N:66]=[CH:65][CH:64]=2)=[CH:3][C:2]=1[Br:1])[CH3:12])([CH3:20])([CH3:19])[CH3:18]. The catalyst class is: 31. (3) Reactant: [Br-].[Li+].[Br-].[CH2:4]([O:6][C:7](=[O:14])[CH2:8][CH2:9][CH2:10][CH2:11][CH2:12][Zn+])[CH3:5].Cl[C:16]1[N:25]=[C:24]2[C:19]([CH:20]=[C:21]([C:32]3[CH:37]=[CH:36][CH:35]=[CH:34][CH:33]=3)[C:22]([C:26]3[CH:31]=[CH:30][CH:29]=[CH:28][CH:27]=3)=[N:23]2)=[CH:18][CH:17]=1.CN1C(=O)N(C)CC1. Product: [C:32]1([C:21]2[CH:20]=[C:19]3[C:24](=[N:23][C:22]=2[C:26]2[CH:31]=[CH:30][CH:29]=[CH:28][CH:27]=2)[N:25]=[C:16]([CH2:12][CH2:11][CH2:10][CH2:9][CH2:8][C:7]([O:6][CH2:4][CH3:5])=[O:14])[CH:17]=[CH:18]3)[CH:33]=[CH:34][CH:35]=[CH:36][CH:37]=1. The catalyst class is: 1. (4) Product: [CH3:11][NH:12][CH:7]1[CH2:8][CH:9]2[N:4]([CH2:3][CH2:2][CH2:1]2)[CH2:5][CH2:6]1. Reactant: [CH2:1]1[CH:9]2[N:4]([CH2:5][CH2:6][C:7](=O)[CH2:8]2)[CH2:3][CH2:2]1.[CH3:11][NH2:12]. The catalyst class is: 1. (5) Reactant: C([O:3][CH:4](OCC)[CH2:5][O:6][C:7]1[C:14]([O:15][CH3:16])=[CH:13][CH:12]=[CH:11][C:8]=1[CH:9]=O)C. Product: [CH3:16][O:15][C:14]1[C:7]2[O:6][C:5]([CH:4]=[O:3])=[CH:9][C:8]=2[CH:11]=[CH:12][CH:13]=1. The catalyst class is: 15. (6) The catalyst class is: 4. Reactant: [CH2:1]([C:5]1[CH:9]([C:10]2[CH:15]=[CH:14][CH:13]=[CH:12][CH:11]=2)[C:8]([CH3:17])([CH3:16])[NH:7][N:6]=1)[CH2:2][CH2:3][CH3:4].CCN(C(C)C)C(C)C.[Cl:27][C:28](OC(Cl)(Cl)Cl)=[O:29]. Product: [CH2:1]([C:5]1[CH:9]([C:10]2[CH:15]=[CH:14][CH:13]=[CH:12][CH:11]=2)[C:8]([CH3:16])([CH3:17])[N:7]([C:28]([Cl:27])=[O:29])[N:6]=1)[CH2:2][CH2:3][CH3:4]. (7) Reactant: [CH3:1][O:2][C:3](=[O:16])[CH2:4][C:5]1[CH:10]=[CH:9][CH:8]=[C:7]([O:11][CH2:12][CH2:13][CH2:14]Br)[CH:6]=1.[Cl:17][C:18]1[C:33]([C:34]([F:37])([F:36])[F:35])=[CH:32][CH:31]=[CH:30][C:19]=1[CH2:20][NH:21][CH2:22][CH:23]([C:25]1[S:26][CH:27]=[CH:28][CH:29]=1)[CH3:24].C(=O)([O-])[O-].[K+].[K+]. Product: [CH3:1][O:2][C:3](=[O:16])[CH2:4][C:5]1[CH:10]=[CH:9][CH:8]=[C:7]([O:11][CH2:12][CH2:13][CH2:14][N:21]([CH2:20][C:19]2[CH:30]=[CH:31][CH:32]=[C:33]([C:34]([F:37])([F:35])[F:36])[C:18]=2[Cl:17])[CH2:22][CH:23]([C:25]2[S:26][CH:27]=[CH:28][CH:29]=2)[CH3:24])[CH:6]=1. The catalyst class is: 10.